Dataset: Forward reaction prediction with 1.9M reactions from USPTO patents (1976-2016). Task: Predict the product of the given reaction. (1) Given the reactants C[O:2][C:3]1[C:4]([CH3:21])=[CH:5][CH:6]=[C:7]2[C:12]=1[N:11]=[C:10]([NH:13][C@H:14]1[CH2:19][CH2:18][C@H:17]([OH:20])[CH2:16][CH2:15]1)[N:9]=[CH:8]2.CCOC(C)=O, predict the reaction product. The product is: [OH:20][C@H:17]1[CH2:16][CH2:15][C@H:14]([NH:13][C:10]2[N:9]=[CH:8][C:7]3[C:12](=[C:3]([OH:2])[C:4]([CH3:21])=[CH:5][CH:6]=3)[N:11]=2)[CH2:19][CH2:18]1. (2) Given the reactants [OH-].[Na+].[CH3:3][O:4][C:5]1[CH:10]=[CH:9][C:8]([OH:11])=[CH:7][CH:6]=1.[CH2:12]([CH:14]1[O:16][CH2:15]1)Cl.CCOC(C)=O, predict the reaction product. The product is: [CH3:3][O:4][C:5]1[CH:10]=[CH:9][C:8]([O:11][CH2:12][CH:14]2[CH2:15][O:16]2)=[CH:7][CH:6]=1. (3) Given the reactants Cl.Cl.[NH2:3][CH2:4][CH2:5][N:6]1[C:14]2[C:13]([NH:15][C:16]3[CH:21]=[CH:20][C:19]([O:22][C:23]4[C:28]5[CH:29]=[N:30][S:31][C:27]=5[CH:26]=[CH:25][CH:24]=4)=[C:18]([Br:32])[CH:17]=3)=[N:12][CH:11]=[N:10][C:9]=2[CH:8]=[CH:7]1.[OH:33][CH2:34][C:35]([CH3:40])([CH3:39])[C:36](O)=[O:37].ON1C2C=CC=CC=2N=N1.Cl.C(N=C=NCCCN(C)C)C, predict the reaction product. The product is: [S:31]1[C:27]2[CH:26]=[CH:25][CH:24]=[C:23]([O:22][C:19]3[CH:20]=[CH:21][C:16]([NH:15][C:13]4[C:14]5[N:6]([CH2:5][CH2:4][NH:3][C:34](=[O:33])[C:35]([CH3:40])([CH3:39])[CH2:36][OH:37])[CH:7]=[CH:8][C:9]=5[N:10]=[CH:11][N:12]=4)=[CH:17][C:18]=3[Br:32])[C:28]=2[CH:29]=[N:30]1. (4) Given the reactants [NH:1]1[CH:5]=[CH:4][C:3]([C:6]([O:8][CH2:9][CH3:10])=[O:7])=[N:2]1.C(=O)([O-])[O-].[Cs+].[Cs+].[F:17][CH2:18][CH2:19]I, predict the reaction product. The product is: [F:17][CH2:18][CH2:19][N:2]1[C:3]([C:6]([O:8][CH2:9][CH3:10])=[O:7])=[CH:4][CH:5]=[N:1]1. (5) Given the reactants Cl[C:2]1[N:7]=[C:6]([NH:8][C@@H:9]2[CH2:14][CH2:13][CH2:12][N:11]([C:15](=[O:18])[CH:16]=[CH2:17])[CH2:10]2)[C:5]([F:19])=[CH:4][N:3]=1.C([O-])([O-])=O.[Cs+].[Cs+].[CH:26]1([N:29]2[CH2:35][CH2:34][C:33]3[CH:36]=[C:37]([NH2:40])[CH:38]=[CH:39][C:32]=3[CH2:31][CH2:30]2)[CH2:28][CH2:27]1.CN(C1C(C2C(P(C3CCCCC3)C3CCCCC3)=CC=CC=2)=CC=CC=1)C, predict the reaction product. The product is: [CH:26]1([N:29]2[CH2:35][CH2:34][C:33]3[CH:36]=[C:37]([NH:40][C:2]4[N:7]=[C:6]([NH:8][C@@H:9]5[CH2:14][CH2:13][CH2:12][N:11]([C:15](=[O:18])[CH:16]=[CH2:17])[CH2:10]5)[C:5]([F:19])=[CH:4][N:3]=4)[CH:38]=[CH:39][C:32]=3[CH2:31][CH2:30]2)[CH2:27][CH2:28]1.